The task is: Predict the product of the given reaction.. This data is from Forward reaction prediction with 1.9M reactions from USPTO patents (1976-2016). (1) Given the reactants [NH2:1][C:2]1[C:9]([F:10])=[CH:8][C:5]([CH2:6][NH2:7])=[C:4]([F:11])[CH:3]=1.[C:12]([C:16]1[CH:25]=[CH:24][C:19]([CH2:20][N:21]=[C:22]=[S:23])=[CH:18][CH:17]=1)([CH3:15])([CH3:14])[CH3:13], predict the reaction product. The product is: [NH2:1][C:2]1[C:9]([F:10])=[CH:8][C:5]([CH2:6][NH:7][C:22]([NH:21][CH2:20][C:19]2[CH:24]=[CH:25][C:16]([C:12]([CH3:15])([CH3:14])[CH3:13])=[CH:17][CH:18]=2)=[S:23])=[C:4]([F:11])[CH:3]=1. (2) Given the reactants [NH2:1][C:2]1[N:7]=[C:6]([O:8][C@H:9]([C:14]2[CH:22]=[CH:21][C:17]([C:18]([OH:20])=[O:19])=[CH:16][C:15]=2[N:23]2[CH:27]=[CH:26][C:25]([CH3:28])=[N:24]2)[C:10]([F:13])([F:12])[F:11])[CH:5]=[C:4]([N:29]2[CH2:58][CH2:57][C:32]3([CH2:36][C@@H:35]([C:37]([O:39][CH2:40][C:41]4[CH:46]=[CH:45][CH:44]=[CH:43][CH:42]=4)=[O:38])[N:34]([C:47]([O:49][CH2:50][C:51]4[CH:56]=[CH:55][CH:54]=[CH:53][CH:52]=4)=[O:48])[CH2:33]3)[CH2:31][CH2:30]2)[N:3]=1.[CH3:59][C:60](O)([C:65]([F:68])([F:67])[F:66])[C:61]([F:64])([F:63])[F:62].CCN=C=NCCCN(C)C, predict the reaction product. The product is: [NH2:1][C:2]1[N:3]=[C:4]([N:29]2[CH2:58][CH2:57][C:32]3([CH2:36][C@@H:35]([C:37]([O:39][CH2:40][C:41]4[CH:42]=[CH:43][CH:44]=[CH:45][CH:46]=4)=[O:38])[N:34]([C:47]([O:49][CH2:50][C:51]4[CH:52]=[CH:53][CH:54]=[CH:55][CH:56]=4)=[O:48])[CH2:33]3)[CH2:31][CH2:30]2)[CH:5]=[C:6]([O:8][C@H:9]([C:14]2[CH:22]=[CH:21][C:17]([C:18]([O:20][C:60]([CH3:59])([C:65]([F:68])([F:67])[F:66])[C:61]([F:64])([F:63])[F:62])=[O:19])=[CH:16][C:15]=2[N:23]2[CH:27]=[CH:26][C:25]([CH3:28])=[N:24]2)[C:10]([F:12])([F:11])[F:13])[N:7]=1.